From a dataset of Reaction yield outcomes from USPTO patents with 853,638 reactions. Predict the reaction yield, written as a fraction of the theoretical maximum amount of product (1.0 means a 100% yield; for example, 0.34 means a 34% yield). (1) The reactants are [CH:1]1([CH:7]([NH:22][C:23]2[CH:28]=[CH:27][C:26]([C:29]([N:31]([CH3:39])[CH2:32][CH2:33][C:34]([O:36]CC)=[O:35])=[O:30])=[CH:25][CH:24]=2)[C:8]2[CH:12]=[C:11]([C:13]3[CH:14]=[N:15][C:16]([O:19][CH3:20])=[CH:17][CH:18]=3)[O:10][C:9]=2[CH3:21])[CH2:6][CH2:5][CH2:4][CH2:3][CH2:2]1. The catalyst is C(O)C.CCCCCC. The product is [CH:1]1([CH:7]([NH:22][C:23]2[CH:24]=[CH:25][C:26]([C:29]([N:31]([CH3:39])[CH2:32][CH2:33][C:34]([OH:36])=[O:35])=[O:30])=[CH:27][CH:28]=2)[C:8]2[CH:12]=[C:11]([C:13]3[CH:14]=[N:15][C:16]([O:19][CH3:20])=[CH:17][CH:18]=3)[O:10][C:9]=2[CH3:21])[CH2:6][CH2:5][CH2:4][CH2:3][CH2:2]1. The yield is 0.960. (2) The reactants are [CH3:1][N:2]1[CH:7]=[C:6]([C:8]2[CH:13]=[CH:12][CH:11]=[C:10]([NH:14][C:15]([C:17]3[S:21][C:20]4[CH2:22][CH2:23][CH2:24][CH2:25][C:19]=4[CH:18]=3)=[O:16])[C:9]=2[CH3:26])[N:5]=[C:4]([O-])[C:3]1=[O:28].[Na+].P(Br)(Br)([Br:32])=O.CN(C)C=O.C(=O)([O-])[O-].[K+].[K+]. The catalyst is C(Cl)Cl. The product is [Br:32][C:4]1[C:3](=[O:28])[N:2]([CH3:1])[CH:7]=[C:6]([C:8]2[C:9]([CH3:26])=[C:10]([NH:14][C:15]([C:17]3[S:21][C:20]4[CH2:22][CH2:23][CH2:24][CH2:25][C:19]=4[CH:18]=3)=[O:16])[CH:11]=[CH:12][CH:13]=2)[N:5]=1. The yield is 0.500. (3) The reactants are [Cl:1][C:2]1[CH:9]=[CH:8][CH:7]=[CH:6][C:3]=1[CH2:4]Br.[H-].[Na+].[F:12][C:13]([F:22])([F:21])[CH2:14][CH2:15][CH:16]([C:19]#[N:20])[C:17]#[N:18]. The catalyst is CN(C)C=O. The product is [Cl:1][C:2]1[CH:9]=[CH:8][CH:7]=[CH:6][C:3]=1[CH2:4][C:16]([CH2:15][CH2:14][C:13]([F:12])([F:21])[F:22])([C:17]#[N:18])[C:19]#[N:20]. The yield is 0.780.